From a dataset of CYP2C9 inhibition data for predicting drug metabolism from PubChem BioAssay. Regression/Classification. Given a drug SMILES string, predict its absorption, distribution, metabolism, or excretion properties. Task type varies by dataset: regression for continuous measurements (e.g., permeability, clearance, half-life) or binary classification for categorical outcomes (e.g., BBB penetration, CYP inhibition). Dataset: cyp2c9_veith. (1) The compound is CCC1CC[N+]2(C)CCC3=C(CCC3)C2(C)C1.[I-]. The result is 0 (non-inhibitor). (2) The compound is Nc1ncnc2c1ncn2[C@@H]1O[C@@H](CO)[C@H](O)[C@H]1O. The result is 0 (non-inhibitor). (3) The drug is Cc1cccc(OCC(=O)N2CCC(N3CCCCCC3)CC2)c1. The result is 0 (non-inhibitor). (4) The molecule is COc1ccc(-c2cc(C(F)(F)F)nc(NC3CCCC3)n2)cc1OC. The result is 1 (inhibitor). (5) The molecule is Cn1cnc([N+](=O)[O-])c1Sc1nc(N)nc2c1ncn2[C@H]1C[C@H](O)[C@@H](CO)O1. The result is 0 (non-inhibitor). (6) The molecule is C[C@H]1CC[C@@]2(NC1)O[C@@H]1C[C@H]3[C@@H]4CC[C@@H]5C[C@@H](O)CC[C@@]5(C)[C@@H]4CC[C@]3(C)[C@@H]1[C@@H]2C. The result is 0 (non-inhibitor). (7) The drug is CC(=O)Nc1ccc(NC(=O)C2CCN(S(=O)(=O)c3cccc4nonc34)CC2)cc1. The result is 0 (non-inhibitor). (8) The molecule is COc1ncc2nc(-c3cc(F)cc(F)c3)c(=O)n(Cc3cccs3)c2n1. The result is 1 (inhibitor). (9) The molecule is CCCCn1c(SCc2c(C)noc2C)nc2cc(S(N)(=O)=O)ccc21. The result is 1 (inhibitor).